This data is from Catalyst prediction with 721,799 reactions and 888 catalyst types from USPTO. The task is: Predict which catalyst facilitates the given reaction. (1) Product: [CH2:2]([N:4]([C:5]1[CH:6]=[N:7][O:8][C:9]=1[CH3:10])[C:17]([CH:14]1[CH2:16][CH2:15]1)=[O:18])[CH3:3]. The catalyst class is: 6. Reactant: Cl.[CH2:2]([NH:4][C:5]1[CH:6]=[N:7][O:8][C:9]=1[CH3:10])[CH3:3].C(Cl)Cl.[CH:14]1([C:17](Cl)=[O:18])[CH2:16][CH2:15]1. (2) Reactant: [N+:1]([C:4]1[CH:9]=[CH:8][CH:7]=[CH:6][C:5]=1[OH:10])([O-:3])=[O:2].C(O[C@@H](CCN[C:38]([O:40][CH2:41][C:42]1[CH:47]=[CH:46][CH:45]=[CH:44][CH:43]=1)=[O:39])C(=O)OC1C(F)=C(F)C(F)=C(F)C=1F)(=O)C1C=CC=CC=1.CCN(C(C)C)C(C)C. Product: [C:38]([O:10][C:5]1[CH:6]=[CH:7][CH:8]=[CH:9][C:4]=1[N+:1]([O-:3])=[O:2])([O:40][CH2:41][C:42]1[CH:47]=[CH:46][CH:45]=[CH:44][CH:43]=1)=[O:39]. The catalyst class is: 3. (3) Reactant: CC([S@]([NH:7][C@H:8]1[C:16]2[C:11](=[CH:12][CH:13]=[C:14]([C:17]([F:20])([F:19])[F:18])[CH:15]=2)[CH2:10][CH2:9]1)=O)(C)C.[ClH:21].CC(S(OC)=O)(C)C. Product: [ClH:21].[F:18][C:17]([F:19])([F:20])[C:14]1[CH:15]=[C:16]2[C:11]([CH2:10][CH2:9][C@H:8]2[NH2:7])=[CH:12][CH:13]=1. The catalyst class is: 71. (4) Reactant: [C:1]([C:4]1[CH:11]=[CH:10][C:7]([C:8]#[N:9])=[CH:6][CH:5]=1)(=[O:3])[CH3:2].C1COCC1.[F-].[Cs+].C[Si]([C:23]([F:26])([F:25])[F:24])(C)C. Product: [F:24][C:23]([F:26])([F:25])[C:1]([C:4]1[CH:11]=[CH:10][C:7]([C:8]#[N:9])=[CH:6][CH:5]=1)([OH:3])[CH3:2]. The catalyst class is: 6. (5) Reactant: O[CH2:2][CH2:3][C:4]1[CH:9]=[CH:8][C:7]([NH:10][C:11](=[O:17])[O:12][C:13]([CH3:16])([CH3:15])[CH3:14])=[CH:6][CH:5]=1.N1C=CN=C1.C1(P(C2C=CC=CC=2)C2C=CC=CC=2)C=CC=CC=1.[I:42]I. Product: [I:42][CH2:2][CH2:3][C:4]1[CH:9]=[CH:8][C:7]([NH:10][C:11](=[O:17])[O:12][C:13]([CH3:16])([CH3:15])[CH3:14])=[CH:6][CH:5]=1. The catalyst class is: 4.